Dataset: Reaction yield outcomes from USPTO patents with 853,638 reactions. Task: Predict the reaction yield, written as a fraction of the theoretical maximum amount of product (1.0 means a 100% yield; for example, 0.34 means a 34% yield). (1) The reactants are [N:1]12[CH2:8][CH2:7][C:4]([C:9]([C:18]3[CH:23]=[CH:22][CH:21]=[CH:20][CH:19]=3)([C:12]3[CH:17]=[CH:16][CH:15]=[CH:14][CH:13]=3)[C:10]#[N:11])([CH2:5][CH2:6]1)[CH2:3][CH2:2]2.[C:24]1([CH2:30][O:31][CH2:32][CH2:33][CH2:34][Br:35])[CH:29]=[CH:28][CH:27]=[CH:26][CH:25]=1. No catalyst specified. The product is [Br-:35].[C:10]([C:9]([C:18]1[CH:19]=[CH:20][CH:21]=[CH:22][CH:23]=1)([C:12]1[CH:13]=[CH:14][CH:15]=[CH:16][CH:17]=1)[C:4]12[CH2:5][CH2:6][N+:1]([CH2:34][CH2:33][CH2:32][O:31][CH2:30][C:24]3[CH:29]=[CH:28][CH:27]=[CH:26][CH:25]=3)([CH2:2][CH2:3]1)[CH2:8][CH2:7]2)#[N:11]. The yield is 0.666. (2) The reactants are I[CH2:2][C:3]1[CH:4]=[C:5]([CH3:22])[CH:6]=[C:7]2[C:12]=1[O:11][CH:10]([C:13]([F:16])([F:15])[F:14])[C:9]([C:17]([O:19][CH2:20][CH3:21])=[O:18])=[CH:8]2.[NH2:23][C:24]1[CH:29]=[CH:28][CH:27]=[CH:26][CH:25]=1.C([O-])([O-])=O.[K+].[K+]. The catalyst is CN(C=O)C. The product is [NH:23]([CH2:2][C:3]1[CH:4]=[C:5]([CH3:22])[CH:6]=[C:7]2[C:12]=1[O:11][CH:10]([C:13]([F:16])([F:15])[F:14])[C:9]([C:17]([O:19][CH2:20][CH3:21])=[O:18])=[CH:8]2)[C:24]1[CH:29]=[CH:28][CH:27]=[CH:26][CH:25]=1. The yield is 0.880. (3) The reactants are ClC(Cl)(Cl)CO[C:5](=[O:20])[NH:6][C:7]1[CH:12]=[CH:11][CH:10]=[C:9]([O:13][C:14]2[CH:15]=[N:16][CH:17]=[CH:18][CH:19]=2)[CH:8]=1.[NH2:23][C:24]1[NH:28][N:27]=[C:26]([C:29]([CH3:32])([CH3:31])[CH3:30])[CH:25]=1.CCN(C(C)C)C(C)C.O. The catalyst is CN(C=O)C. The product is [C:29]([C:26]1[CH:25]=[C:24]([NH:23][C:5]([NH:6][C:7]2[CH:12]=[CH:11][CH:10]=[C:9]([O:13][C:14]3[CH:15]=[N:16][CH:17]=[CH:18][CH:19]=3)[CH:8]=2)=[O:20])[NH:28][N:27]=1)([CH3:32])([CH3:31])[CH3:30]. The yield is 0.670. (4) The reactants are [Si:1]([O:8][C:9]1[CH:14]=[CH:13][C:12]([C:15]2[N:16]=[C:17]([C:22]#[C:23][C:24]3[CH:29]=[CH:28][CH:27]=[CH:26][CH:25]=3)[C:18]([NH2:21])=[N:19][CH:20]=2)=[CH:11][CH:10]=1)([C:4]([CH3:7])([CH3:6])[CH3:5])([CH3:3])[CH3:2].[Si:30]([O:37][C:38]1[CH:43]=[CH:42][C:41]([CH2:44][C:45](Cl)=[O:46])=[CH:40][CH:39]=1)([C:33]([CH3:36])([CH3:35])[CH3:34])([CH3:32])[CH3:31].O. The catalyst is CN(C)C1C=CN=CC=1.N1C=CC=CC=1. The product is [Si:30]([O:37][C:38]1[CH:39]=[CH:40][C:41]([CH2:44][C:45]([NH:21][C:18]2[C:17]([C:22]#[C:23][C:24]3[CH:29]=[CH:28][CH:27]=[CH:26][CH:25]=3)=[N:16][C:15]([C:12]3[CH:11]=[CH:10][C:9]([O:8][Si:1]([C:4]([CH3:7])([CH3:5])[CH3:6])([CH3:2])[CH3:3])=[CH:14][CH:13]=3)=[CH:20][N:19]=2)=[O:46])=[CH:42][CH:43]=1)([C:33]([CH3:36])([CH3:35])[CH3:34])([CH3:32])[CH3:31]. The yield is 0.600. (5) The reactants are [Br:1][C:2]1[C:3]2[N:10]([CH2:11][CH3:12])[C:9]([CH2:13][C:14]#[N:15])=[N:8][C:4]=2[CH:5]=[N:6][CH:7]=1.[N:16]([O-:18])=O.[Na+].[OH-].[Na+].[NH2:22]O. The catalyst is CO. The product is [Br:1][C:2]1[C:3]2[N:10]([CH2:11][CH3:12])[C:9]([CH:13]3[NH:16][O:18][NH:15][CH:14]3[NH2:22])=[N:8][C:4]=2[CH:5]=[N:6][CH:7]=1. The yield is 0.670. (6) The reactants are [Cl:1][C:2]1[N:3]=[C:4]([N:11]2[CH2:16][CH2:15][O:14][CH2:13][CH2:12]2)[C:5]2[CH:10]=[CH:9][NH:8][C:6]=2[N:7]=1.Br[CH2:18][CH:19]([O:22][CH3:23])[O:20][CH3:21].C([O-])([O-])=O.[Cs+].[Cs+].O. The catalyst is CN(C=O)C. The product is [Cl:1][C:2]1[N:3]=[C:4]([N:11]2[CH2:16][CH2:15][O:14][CH2:13][CH2:12]2)[C:5]2[CH:10]=[CH:9][N:8]([CH2:18][CH:19]([O:22][CH3:23])[O:20][CH3:21])[C:6]=2[N:7]=1. The yield is 0.750. (7) The reactants are [CH3:1][C:2]1[NH:6][N:5]=[C:4]([O:7][C:8]2[CH:13]=[CH:12][CH:11]=[C:10]([C:14]([F:17])([F:16])[F:15])[CH:9]=2)[CH:3]=1.Cl[C:19](OC(Cl)(Cl)Cl)=[O:20].[CH2:26]([NH2:32])[CH:27]1[O:31][CH2:30][CH2:29][CH2:28]1. No catalyst specified. The product is [CH2:26]([NH:32][C:19]([N:6]1[C:2]([CH3:1])=[CH:3][C:4]([O:7][C:8]2[CH:13]=[CH:12][CH:11]=[C:10]([C:14]([F:17])([F:15])[F:16])[CH:9]=2)=[N:5]1)=[O:20])[CH:27]1[O:31][CH2:30][CH2:29][CH2:28]1. The yield is 0.703.